From a dataset of Full USPTO retrosynthesis dataset with 1.9M reactions from patents (1976-2016). Predict the reactants needed to synthesize the given product. (1) Given the product [F:15][C:16]1[CH:24]=[C:23]2[C:19]([C:20]([C:25]3[CH:26]=[N:27][N:28]([CH2:30][CH2:31][C:32]([NH:4][CH3:3])=[O:34])[CH:29]=3)=[CH:21][NH:22]2)=[CH:18][CH:17]=1, predict the reactants needed to synthesize it. The reactants are: IC1C2C(=CC(C(F)(F)F)=CC=2)[NH:4][CH:3]=1.[F:15][C:16]1[CH:24]=[C:23]2[C:19]([C:20]([C:25]3[CH:26]=[N:27][N:28]([CH2:30][CH2:31][C:32]([OH:34])=O)[CH:29]=3)=[CH:21][NH:22]2)=[CH:18][CH:17]=1. (2) Given the product [C:45]([NH:49][C:20]([C:11]1[CH:12]=[C:13]([C:14]2[CH:19]=[CH:18][CH:17]=[CH:16][N:15]=2)[N:9]([C:6]2[N:7]=[N:8][C:3]([O:2][CH3:1])=[CH:4][CH:5]=2)[N:10]=1)=[O:22])([CH3:48])([CH3:47])[CH3:46], predict the reactants needed to synthesize it. The reactants are: [CH3:1][O:2][C:3]1[N:8]=[N:7][C:6]([N:9]2[C:13]([C:14]3[CH:19]=[CH:18][CH:17]=[CH:16][N:15]=3)=[CH:12][C:11]([C:20]([OH:22])=O)=[N:10]2)=[CH:5][CH:4]=1.Cl.C(N=C=NCCCN(C)C)C.ON1C2C=CC=CC=2N=N1.[C:45]([NH2:49])([CH3:48])([CH3:47])[CH3:46]. (3) Given the product [Br:5][C:6]1[N:10]2[N:11]=[C:12]([N:15]3[CH2:16][CH2:17][N:18]([C:31]([NH:30][C:33]([CH3:36])([CH3:35])[CH3:34])=[O:32])[CH2:19][CH2:20]3)[CH:13]=[CH:14][C:9]2=[N:8][CH:7]=1, predict the reactants needed to synthesize it. The reactants are: N#N.Cl.Cl.[Br:5][C:6]1[N:10]2[N:11]=[C:12]([N:15]3[CH2:20][CH2:19][NH:18][CH2:17][CH2:16]3)[CH:13]=[CH:14][C:9]2=[N:8][CH:7]=1.CCN(C(C)C)C(C)C.[N:30]([C:33]([CH3:36])([CH3:35])[CH3:34])=[C:31]=[O:32]. (4) Given the product [F:68][C:58]1[C:59]([O:66][CH3:67])=[CH:60][C:61]([O:64][CH3:65])=[C:62]([F:63])[C:57]=1[N:52]1[CH2:53][C:54]2[CH:55]=[N:56][C:47]3[NH:46][N:45]=[C:44]([CH2:80][C:81]#[N:82])[C:48]=3[C:49]=2[N:50]([CH3:70])[C:51]1=[O:69], predict the reactants needed to synthesize it. The reactants are: CC1(C)C2C=CC=C(P(C3C=CC=CC=3)C3C=CC=CC=3)C=2OC2C1=CC=CC=2P(C1C=CC=CC=1)C1C=CC=CC=1.Br[C:44]1[C:48]2[C:49]3[N:50]([CH3:70])[C:51](=[O:69])[N:52]([C:57]4[C:62]([F:63])=[C:61]([O:64][CH3:65])[CH:60]=[C:59]([O:66][CH3:67])[C:58]=4[F:68])[CH2:53][C:54]=3[CH:55]=[N:56][C:47]=2[NH:46][N:45]=1.CN(C)C=O.C[Si]([CH2:80][C:81]#[N:82])(C)C. (5) Given the product [CH3:1][C:2]1[N:6]([C:7]2[CH:12]=[CH:11][CH:10]=[CH:9][CH:8]=2)[N:5]=[CH:4][C:3]=1[CH:13]=[N:22][OH:23], predict the reactants needed to synthesize it. The reactants are: [CH3:1][C:2]1[N:6]([C:7]2[CH:12]=[CH:11][CH:10]=[CH:9][CH:8]=2)[N:5]=[CH:4][C:3]=1[CH:13]=O.N1C=CC=CC=1.Cl.[NH2:22][OH:23]. (6) The reactants are: [Cl:1][C:2]1[N:7]=[C:6]([Cl:8])[C:5]([C:9]([OH:11])=O)=[CH:4][N:3]=1.[N+:12]([C:15]1[N:20]=[C:19]([S:21]([NH2:24])(=[O:23])=[O:22])[CH:18]=[CH:17][CH:16]=1)([O-:14])=[O:13].CN(C)C. Given the product [Cl:1][C:2]1[N:7]=[C:6]([Cl:8])[C:5]([C:9]([NH:24][S:21]([C:19]2[CH:18]=[CH:17][CH:16]=[C:15]([N+:12]([O-:14])=[O:13])[N:20]=2)(=[O:22])=[O:23])=[O:11])=[CH:4][N:3]=1, predict the reactants needed to synthesize it. (7) Given the product [CH2:1]([O:3][C:4](=[O:32])[CH:5]([C:10]1[CH:11]=[C:12]([C:22]2[CH:23]=[CH:24][C:25]([C:28]([F:29])([F:30])[F:31])=[CH:26][CH:27]=2)[CH:13]=[C:14]([CH:16]2[CH2:21][CH2:20][CH2:19][N:18]([CH2:40][C:39]3[CH:42]=[CH:43][C:36]([O:35][C:34]([F:33])([F:44])[F:45])=[CH:37][CH:38]=3)[CH2:17]2)[CH:15]=1)[CH2:6][CH:7]([CH3:9])[CH3:8])[CH3:2], predict the reactants needed to synthesize it. The reactants are: [CH2:1]([O:3][C:4](=[O:32])[CH:5]([C:10]1[CH:11]=[C:12]([C:22]2[CH:27]=[CH:26][C:25]([C:28]([F:31])([F:30])[F:29])=[CH:24][CH:23]=2)[CH:13]=[C:14]([CH:16]2[CH2:21][CH2:20][CH2:19][NH:18][CH2:17]2)[CH:15]=1)[CH2:6][CH:7]([CH3:9])[CH3:8])[CH3:2].[F:33][C:34]([F:45])([F:44])[O:35][C:36]1[CH:43]=[CH:42][C:39]([CH2:40]Br)=[CH:38][CH:37]=1.C(N(C(C)C)CC)(C)C.